From a dataset of Peptide-MHC class I binding affinity with 185,985 pairs from IEDB/IMGT. Regression. Given a peptide amino acid sequence and an MHC pseudo amino acid sequence, predict their binding affinity value. This is MHC class I binding data. (1) The peptide sequence is TLLVDLLWL. The MHC is HLA-A01:01 with pseudo-sequence HLA-A01:01. The binding affinity (normalized) is 0. (2) The peptide sequence is GLFQEAYPL. The MHC is HLA-A02:01 with pseudo-sequence HLA-A02:01. The binding affinity (normalized) is 0.844. (3) The peptide sequence is QQILQQQLI. The MHC is HLA-A23:01 with pseudo-sequence HLA-A23:01. The binding affinity (normalized) is 0.277. (4) The binding affinity (normalized) is 0.781. The MHC is HLA-B08:01 with pseudo-sequence HLA-B08:01. The peptide sequence is SVYIRPTSL.